From a dataset of Full USPTO retrosynthesis dataset with 1.9M reactions from patents (1976-2016). Predict the reactants needed to synthesize the given product. Given the product [C:24]1([C:18]2[C:19]([CH3:23])=[CH:20][CH:21]=[CH:22][C:17]=2[C:16]([NH:15][C:6]2([C:4]([OH:5])=[O:3])[CH2:7][C:8]3[C:13](=[CH:12][CH:11]=[CH:10][CH:9]=3)[CH2:14]2)=[O:29])[CH2:28][CH2:27][CH2:26][CH:25]=1, predict the reactants needed to synthesize it. The reactants are: C([O:3][C:4]([C:6]1([NH:15][C:16](=[O:29])[C:17]2[CH:22]=[CH:21][CH:20]=[C:19]([CH3:23])[C:18]=2[C:24]2[CH2:28][CH2:27][CH2:26][CH:25]=2)[CH2:14][C:13]2[C:8](=[CH:9][CH:10]=[CH:11][CH:12]=2)[CH2:7]1)=[O:5])C.[OH-].[K+].O.